Dataset: Peptide-MHC class II binding affinity with 134,281 pairs from IEDB. Task: Regression. Given a peptide amino acid sequence and an MHC pseudo amino acid sequence, predict their binding affinity value. This is MHC class II binding data. (1) The MHC is DRB1_0901 with pseudo-sequence DRB1_0901. The peptide sequence is CFAPLYHAMDVTTQ. The binding affinity (normalized) is 0.266. (2) The peptide sequence is LECQVQTAVDFGNSY. The MHC is HLA-DQA10102-DQB10501 with pseudo-sequence HLA-DQA10102-DQB10501. The binding affinity (normalized) is 0.529. (3) The peptide sequence is KTVSEGAVDIINKWQ. The MHC is HLA-DPA10103-DPB10401 with pseudo-sequence HLA-DPA10103-DPB10401. The binding affinity (normalized) is 0.0242. (4) The peptide sequence is MVVERLGDYLVEQGM. The MHC is HLA-DPA10103-DPB10401 with pseudo-sequence HLA-DPA10103-DPB10401. The binding affinity (normalized) is 0.317. (5) The peptide sequence is CIANGVSTKIVTRIS. The MHC is DRB1_0404 with pseudo-sequence DRB1_0404. The binding affinity (normalized) is 0.147. (6) The peptide sequence is KTQIDQVESTAGSLQ. The MHC is DRB3_0101 with pseudo-sequence DRB3_0101. The binding affinity (normalized) is 0.130. (7) The peptide sequence is WLACGVDNFCVKVLAK. The MHC is DRB1_0701 with pseudo-sequence DRB1_0701. The binding affinity (normalized) is 0.435.